This data is from Catalyst prediction with 721,799 reactions and 888 catalyst types from USPTO. The task is: Predict which catalyst facilitates the given reaction. (1) Reactant: [F:1][C:2]1[CH:7]=[C:6]([CH:8]([CH3:12])[C:9]([OH:11])=[O:10])[CH:5]=[CH:4][C:3]=1[C:13]1[CH:18]=[CH:17][CH:16]=[CH:15][CH:14]=1.[CH2:19]([NH:26][CH2:27][C:28]1[CH:33]=[CH:32][CH:31]=[CH:30][CH:29]=1)[C:20]1[CH:25]=[CH:24][CH:23]=[CH:22][CH:21]=1. Product: [CH2:27]([NH:26][CH2:19][C:20]1[CH:25]=[CH:24][CH:23]=[CH:22][CH:21]=1)[C:28]1[CH:33]=[CH:32][CH:31]=[CH:30][CH:29]=1.[F:1][C:2]1[CH:7]=[C:6]([CH:8]([CH3:12])[C:9]([OH:11])=[O:10])[CH:5]=[CH:4][C:3]=1[C:13]1[CH:14]=[CH:15][CH:16]=[CH:17][CH:18]=1. The catalyst class is: 8. (2) Product: [C:1]([C:5]1[N:9]([CH2:10][CH2:11][C:12]2[CH:13]=[CH:14][C:15]([F:18])=[CH:16][CH:17]=2)[C:8]([CH3:19])=[C:7]([C:20]([OH:22])=[O:21])[CH:6]=1)([CH3:4])([CH3:2])[CH3:3]. The catalyst class is: 199. Reactant: [C:1]([C:5]1[N:9]([CH2:10][CH2:11][C:12]2[CH:17]=[CH:16][C:15]([F:18])=[CH:14][CH:13]=2)[C:8]([CH3:19])=[C:7]([C:20]([O:22]CC)=[O:21])[CH:6]=1)([CH3:4])([CH3:3])[CH3:2].[OH-].[Na+]. (3) Reactant: [CH:1]1([C:4](Cl)=[O:5])[CH2:3][CH2:2]1.[F:7][C:8]1[CH:14]=[CH:13][C:12]([N+:15]([O-:17])=[O:16])=[CH:11][C:9]=1[NH2:10].C([O-])(O)=O.[Na+]. Product: [F:7][C:8]1[CH:14]=[CH:13][C:12]([N+:15]([O-:17])=[O:16])=[CH:11][C:9]=1[NH:10][C:4]([CH:1]1[CH2:3][CH2:2]1)=[O:5]. The catalyst class is: 34. (4) Reactant: [O-][N+:2]1[C:11]2[C:6](=[CH:7][CH:8]=[CH:9][CH:10]=2)[C:5]2[N:12]3[C@@H:18]([CH2:19][NH:20][C:21](=[O:27])[O:22][C:23]([CH3:26])([CH3:25])[CH3:24])[CH2:17][O:16][CH2:15][C:13]3=[N:14][C:4]=2[CH:3]=1.[NH4+:28].[OH-].C1(C)C=CC(S(Cl)(=O)=O)=CC=1.O. Product: [NH2:28][C:3]1[C:4]2[N:14]=[C:13]3[CH2:15][O:16][CH2:17][C@H:18]([CH2:19][NH:20][C:21](=[O:27])[O:22][C:23]([CH3:26])([CH3:25])[CH3:24])[N:12]3[C:5]=2[C:6]2[C:11](=[CH:10][CH:9]=[CH:8][CH:7]=2)[N:2]=1. The catalyst class is: 2. (5) Reactant: CS([C:5]1[N:10]=[C:9]([C:11]2[C:19]3[C:14](=[N:15][C:16]([NH:20][CH2:21][CH2:22][N:23]4[CH2:28][CH2:27][O:26][CH2:25][CH2:24]4)=[N:17][CH:18]=3)[NH:13][N:12]=2)[CH:8]=[CH:7][N:6]=1)(=O)=O.[CH2:29]([NH2:36])[C:30]1[CH:35]=[CH:34][CH:33]=[CH:32][CH:31]=1.CCN(C(C)C)C(C)C. Product: [CH2:29]([NH:36][C:5]1[N:10]=[C:9]([C:11]2[C:19]3[C:14](=[N:15][C:16]([NH:20][CH2:21][CH2:22][N:23]4[CH2:28][CH2:27][O:26][CH2:25][CH2:24]4)=[N:17][CH:18]=3)[NH:13][N:12]=2)[CH:8]=[CH:7][N:6]=1)[C:30]1[CH:35]=[CH:34][CH:33]=[CH:32][CH:31]=1. The catalyst class is: 16. (6) Reactant: [CH2:1]([CH:8]([C:14](=O)[CH:15]([O:18][CH3:19])[O:16][CH3:17])[C:9](OCC)=[O:10])[C:2]1[CH:7]=[CH:6][CH:5]=[CH:4][CH:3]=1.[NH2:21][C:22]([NH2:24])=[S:23].[O-]CC.[Na+].Cl. Product: [CH2:1]([C:8]1[C:9](=[O:10])[NH:21][C:22](=[S:23])[NH:24][C:14]=1[CH:15]([O:18][CH3:19])[O:16][CH3:17])[C:2]1[CH:7]=[CH:6][CH:5]=[CH:4][CH:3]=1. The catalyst class is: 40.